This data is from Forward reaction prediction with 1.9M reactions from USPTO patents (1976-2016). The task is: Predict the product of the given reaction. (1) The product is: [Cl:25][C:22]1[CH:23]=[CH:24][C:19]([NH:18][C:16](=[O:17])[C@@H:15]([O:26][C:27]2[N:32]=[CH:31][N:30]=[C:29]3[N:33]([C:36]4[C:41]([Cl:42])=[CH:40][CH:39]=[CH:38][N:37]=4)[N:34]=[CH:35][C:28]=23)[CH2:14][O:13][C@@H:11]([CH3:12])[CH2:10][OH:9])=[N:20][CH:21]=1. Given the reactants Cl.[Si]([O:9][CH2:10][C@@H:11]([O:13][CH2:14][C@H:15]([O:26][C:27]1[N:32]=[CH:31][N:30]=[C:29]2[N:33]([C:36]3[C:41]([Cl:42])=[CH:40][CH:39]=[CH:38][N:37]=3)[N:34]=[CH:35][C:28]=12)[C:16]([NH:18][C:19]1[CH:24]=[CH:23][C:22]([Cl:25])=[CH:21][N:20]=1)=[O:17])[CH3:12])(C(C)(C)C)(C)C, predict the reaction product. (2) Given the reactants N1C=CC=CC=1.C1COCC1.CCOC(C)=O.[Si:18]([O:22]S(C(F)(F)F)(=O)=O)([CH3:21])([CH3:20])[CH3:19], predict the reaction product. The product is: [Si:18]([O:22][Si:18]([CH3:21])([CH3:20])[CH3:19])([CH3:21])([CH3:20])[CH3:19].